This data is from Peptide-MHC class I binding affinity with 185,985 pairs from IEDB/IMGT. The task is: Regression. Given a peptide amino acid sequence and an MHC pseudo amino acid sequence, predict their binding affinity value. This is MHC class I binding data. The peptide sequence is WFGHLASDW. The MHC is HLA-B27:05 with pseudo-sequence HLA-B27:05. The binding affinity (normalized) is 0.0847.